Dataset: Forward reaction prediction with 1.9M reactions from USPTO patents (1976-2016). Task: Predict the product of the given reaction. (1) Given the reactants [C:1]1([C:7]([CH:9]2[CH2:14][CH2:13][CH2:12][CH2:11][CH2:10]2)=[O:8])[CH:6]=[CH:5][CH:4]=[CH:3][CH:2]=1.[BH4-].[Na+].S(Cl)(Cl)=O.[C:21]([N:26]1[CH2:31][CH2:30][CH:29](O)[CH2:28][CH2:27]1)([O:23][CH2:24][CH3:25])=[O:22], predict the reaction product. The product is: [CH:1]1([CH:7]([C:9]2[CH:10]=[CH:11][CH:12]=[CH:13][CH:14]=2)[O:8][CH:29]2[CH2:30][CH2:31][N:26]([C:21]([O:23][CH2:24][CH3:25])=[O:22])[CH2:27][CH2:28]2)[CH2:6][CH2:5][CH2:4][CH2:3][CH2:2]1. (2) Given the reactants [Cl:1][C:2]1[C:7]2[S:8][C:9]([C:11]3[C:16]([Cl:17])=[CH:15][C:14]([CH:18]=C)=[CH:13][C:12]=3[Cl:20])=[N:10][C:6]=2[CH:5]=[CH:4][N:3]=1.C1(P(C2C=CC=CC=2)C2C=CC=CC=2)C=CC=CC=1.C[OH:41], predict the reaction product. The product is: [Cl:20][C:12]1[CH:13]=[C:14]([CH:15]=[C:16]([Cl:17])[C:11]=1[C:9]1[S:8][C:7]2[C:2]([Cl:1])=[N:3][CH:4]=[CH:5][C:6]=2[N:10]=1)[CH:18]=[O:41]. (3) Given the reactants [N:1]1([C:14]([O:16][CH2:17][C:18]2[CH:23]=[CH:22][CH:21]=[CH:20][CH:19]=2)=[O:15])[CH2:6][CH2:5][CH2:4][C@@H:3]([C:7]([O:9][C:10]([CH3:13])([CH3:12])[CH3:11])=[O:8])[NH:2]1.C(N(C(C)C)CC)(C)C.[C:33](Cl)(Cl)=[O:34].[C:37]([NH:45][NH:46][CH2:47][CH2:48][C:49]([O:51][CH2:52][C:53]1[CH:58]=[CH:57][CH:56]=[CH:55][CH:54]=1)=[O:50])(=[O:44])[C:38]1[CH:43]=[CH:42][CH:41]=[CH:40][CH:39]=1, predict the reaction product. The product is: [C:37]([NH:45][N:46]([CH2:47][CH2:48][C:49]([O:51][CH2:52][C:53]1[CH:54]=[CH:55][CH:56]=[CH:57][CH:58]=1)=[O:50])[C:33]([N:2]1[C@H:3]([C:7]([O:9][C:10]([CH3:13])([CH3:12])[CH3:11])=[O:8])[CH2:4][CH2:5][CH2:6][N:1]1[C:14]([O:16][CH2:17][C:18]1[CH:19]=[CH:20][CH:21]=[CH:22][CH:23]=1)=[O:15])=[O:34])(=[O:44])[C:38]1[CH:39]=[CH:40][CH:41]=[CH:42][CH:43]=1. (4) The product is: [N:15]1[CH:16]=[CH:17][CH:18]=[CH:19][C:14]=1[CH:7]([C:8]1[CH:13]=[CH:12][CH:11]=[CH:10][N:9]=1)[CH:4]1[CH2:5][CH2:6][N:1]([C:26]2[CH:25]=[CH:24][C:23]([N+:28]([O-:30])=[O:29])=[CH:22][C:21]=2[F:20])[CH2:2][CH2:3]1. Given the reactants [NH:1]1[CH2:6][CH2:5][CH:4]([CH:7]([C:14]2[CH:19]=[CH:18][CH:17]=[CH:16][N:15]=2)[C:8]2[CH:13]=[CH:12][CH:11]=[CH:10][N:9]=2)[CH2:3][CH2:2]1.[F:20][C:21]1[CH:22]=[C:23]([N+:28]([O-:30])=[O:29])[CH:24]=[CH:25][C:26]=1F.C(=O)([O-])[O-].[K+].[K+].O, predict the reaction product. (5) Given the reactants [CH2:1]([Mg]Cl)[CH2:2][CH3:3].C[Si](C)(C)Cl.[CH3:11][C:12]1([CH3:31])[CH2:29][C:16]2=[C:17]([C:24]3[CH:28]=[CH:27][NH:26][N:25]=3)[S:18][C:19](S(C)(=O)=O)=[C:15]2[C:14](=[O:30])[CH2:13]1, predict the reaction product. The product is: [CH3:11][C:12]1([CH3:31])[CH2:29][C:16]2=[C:17]([C:24]3[CH:28]=[CH:27][NH:26][N:25]=3)[S:18][C:19]([CH2:1][CH2:2][CH3:3])=[C:15]2[C:14](=[O:30])[CH2:13]1. (6) Given the reactants [Cl:1][C:2]1[CH:3]=[CH:4][C:5]2[N:11]3[CH:12]=[CH:13][N:14]=[C:10]3[CH:9]([CH2:15]CC(O)=O)[O:8][CH:7]([C:20]3[CH:25]=[CH:24][CH:23]=[C:22]([O:26][CH3:27])[C:21]=3[O:28][CH3:29])[C:6]=2[CH:30]=1.Cl.C(N=C=N[CH2:37][CH2:38][CH2:39]N(C)C)C.Cl.N1([CH2:50][CH2:51][C:52]([O:54][CH3:55])=[O:53])CCNCC1.O.ON1C2C=CC=C[C:61]=2N=N1.Cl.[CH3:68][N:69]([CH3:72])[CH:70]=[O:71], predict the reaction product. The product is: [Cl:1][C:2]1[CH:3]=[CH:4][C:5]2[N:11]3[CH:12]=[CH:13][N:14]=[C:10]3[CH:9]([CH2:15][CH2:61][C:70]([N:69]3[CH2:72][CH2:39][CH:38]([CH2:50][CH2:51][C:52]([O:54][CH3:55])=[O:53])[CH2:37][CH2:68]3)=[O:71])[O:8][CH:7]([C:20]3[CH:25]=[CH:24][CH:23]=[C:22]([O:26][CH3:27])[C:21]=3[O:28][CH3:29])[C:6]=2[CH:30]=1. (7) The product is: [Cl:3][C:4]1[CH:5]=[CH:6][C:7]([C:10]2[CH:11]=[CH:12][C:13](/[C:16](/[CH3:36])=[CH:17]/[CH2:18][O:19][C:20]3[CH:25]=[CH:24][C:23]([CH2:26][C@H:27]([O:33][CH2:34][CH3:35])[C:28]([OH:30])=[O:29])=[CH:22][CH:21]=3)=[CH:14][CH:15]=2)=[CH:8][CH:9]=1. Given the reactants [OH-].[Na+].[Cl:3][C:4]1[CH:9]=[CH:8][C:7]([C:10]2[CH:15]=[CH:14][C:13](/[C:16](/[CH3:36])=[CH:17]/[CH2:18][O:19][C:20]3[CH:25]=[CH:24][C:23]([CH2:26][C@H:27]([O:33][CH2:34][CH3:35])[C:28]([O:30]CC)=[O:29])=[CH:22][CH:21]=3)=[CH:12][CH:11]=2)=[CH:6][CH:5]=1, predict the reaction product. (8) Given the reactants Cl[C:2]1[N:7]=[C:6]([C:8]2[C:9]([C:17]3[CH:18]=[C:19]([NH:23][C:24](=[O:33])[C:25]4[C:30](F)=[CH:29][CH:28]=[CH:27][C:26]=4F)[CH:20]=[CH:21][CH:22]=3)=[N:10][N:11]3[CH:16]=[CH:15][CH:14]=[CH:13][C:12]=23)[CH:5]=[CH:4][N:3]=1.C(N1CCN([C:42]2[CH:48]=[CH:47][C:45]([NH2:46])=[CH:44][CH:43]=2)CC1)C, predict the reaction product. The product is: [CH2:2]1[C:43]2[C:42](=[CH:48][CH:47]=[C:45]([NH:46][C:2]3[N:7]=[C:6]([C:8]4[C:9]([C:17]5[CH:18]=[C:19]([NH:23][C:24](=[O:33])[C:25]6[CH:30]=[CH:29][CH:28]=[CH:27][CH:26]=6)[CH:20]=[CH:21][CH:22]=5)=[N:10][N:11]5[CH:16]=[CH:15][CH:14]=[CH:13][C:12]=45)[CH:5]=[CH:4][N:3]=3)[CH:44]=2)[CH2:5][CH2:4][NH:3]1. (9) Given the reactants F[C:2]1[CH:7]=[CH:6][C:5]([N+:8]([O-:10])=[O:9])=[CH:4][C:3]=1[F:11].[NH:12]1[CH2:17][CH2:16][O:15][CH2:14][CH2:13]1.C(N(C(C)C)C(C)C)C, predict the reaction product. The product is: [F:11][C:3]1[CH:4]=[C:5]([N+:8]([O-:10])=[O:9])[CH:6]=[CH:7][C:2]=1[N:12]1[CH2:17][CH2:16][O:15][CH2:14][CH2:13]1. (10) Given the reactants [F:1][C:2]1[CH:7]=[CH:6][C:5]([CH:8]2[C:12]3[C:13]([CH3:20])=[C:14]([NH2:19])[C:15]([CH3:18])=[C:16]([CH3:17])[C:11]=3[O:10][C:9]2([CH3:22])[CH3:21])=[CH:4][CH:3]=1.[F:23][C:24]1[CH:32]=[CH:31][C:27]([C:28](Cl)=[O:29])=[CH:26][CH:25]=1, predict the reaction product. The product is: [F:23][C:24]1[CH:32]=[CH:31][C:27]([C:28]([NH:19][C:14]2[C:15]([CH3:18])=[C:16]([CH3:17])[C:11]3[O:10][C:9]([CH3:22])([CH3:21])[CH:8]([C:5]4[CH:6]=[CH:7][C:2]([F:1])=[CH:3][CH:4]=4)[C:12]=3[C:13]=2[CH3:20])=[O:29])=[CH:26][CH:25]=1.